This data is from Full USPTO retrosynthesis dataset with 1.9M reactions from patents (1976-2016). The task is: Predict the reactants needed to synthesize the given product. Given the product [Cl:7][C:8]1[C:9]([C:30]([F:33])([F:31])[F:32])=[CH:10][C:11]2[N:15]=[C:14]([CH2:16][CH2:17][CH2:18][CH2:19][N:57]([CH2:56][C@@H:40]3[C@H:38]4[O:39][C:35]([CH3:61])([CH3:34])[O:36][C@H:37]4[C@H:42]([N:43]4[C:47]5[N:48]=[CH:49][N:50]=[C:51]([NH:52][CH:53]6[CH2:55][CH2:54]6)[C:46]=5[CH:45]=[CH:44]4)[CH2:41]3)[CH:58]([CH3:59])[CH3:60])[N:13]([CH2:21][O:22][CH2:23][CH2:24][Si:25]([CH3:27])([CH3:26])[CH3:28])[C:12]=2[CH:29]=1, predict the reactants needed to synthesize it. The reactants are: [O-]S([O-])(=O)=O.[Mg+2].[Cl:7][C:8]1[C:9]([C:30]([F:33])([F:32])[F:31])=[CH:10][C:11]2[N:15]=[C:14]([CH2:16][CH2:17][CH2:18][CH:19]=O)[N:13]([CH2:21][O:22][CH2:23][CH2:24][Si:25]([CH3:28])([CH3:27])[CH3:26])[C:12]=2[CH:29]=1.[CH3:34][C:35]1([CH3:61])[O:39][C@@H:38]2[C@@H:40]([CH2:56][NH:57][CH:58]([CH3:60])[CH3:59])[CH2:41][C@@H:42]([N:43]3[C:47]4[N:48]=[CH:49][N:50]=[C:51]([NH:52][CH:53]5[CH2:55][CH2:54]5)[C:46]=4[CH:45]=[CH:44]3)[C@@H:37]2[O:36]1.C([O-])(O)=O.[Na+].